This data is from Catalyst prediction with 721,799 reactions and 888 catalyst types from USPTO. The task is: Predict which catalyst facilitates the given reaction. Reactant: OCC1C(C)=CC(NC(CCN2CCC([O:21][C:22](=[O:36])[NH:23][C:24]3[CH:29]=[CH:28][CH:27]=[CH:26][C:25]=3[C:30]3[CH:35]=[CH:34][CH:33]=[CH:32][CH:31]=3)CC2)=O)=C(C)C=1.CS(C)=O.C(N(C(C)C)CC)(C)C.O. Product: [C:25]1([C:30]2[CH:35]=[CH:34][CH:33]=[CH:32][CH:31]=2)[CH:26]=[CH:27][CH:28]=[CH:29][C:24]=1[NH:23][C:22](=[O:21])[OH:36]. The catalyst class is: 4.